Dataset: Catalyst prediction with 721,799 reactions and 888 catalyst types from USPTO. Task: Predict which catalyst facilitates the given reaction. (1) The catalyst class is: 6. Product: [CH3:32][C@@:11]1([CH2:12][N:13]2[CH2:18][CH2:17][N:16]([N:19]=[CH:20][C:21]3[CH:26]=[CH:25][C:24]([C:27]([F:30])([F:29])[F:28])=[CH:23][CH:22]=3)[CH2:15][CH2:14]2)[O:31][C:2]2=[N:6][C:5]([N+:7]([O-:9])=[O:8])=[CH:4][N:3]2[CH2:10]1. Reactant: Cl[C:2]1[N:3]([CH2:10][C@@:11]([CH3:32])([OH:31])[CH2:12][N:13]2[CH2:18][CH2:17][N:16]([N:19]=[CH:20][C:21]3[CH:26]=[CH:25][C:24]([C:27]([F:30])([F:29])[F:28])=[CH:23][CH:22]=3)[CH2:15][CH2:14]2)[CH:4]=[C:5]([N+:7]([O-:9])=[O:8])[N:6]=1.CN(C=O)C.[H-].[Na+]. (2) Reactant: CN(C)CC[N:5](C)[C:6]1[CH:7]=[C:8]([N:14]2[C:18](S)=NN=[C:15]2[C:20]2C=C(C(C)C)C(O)=C[C:21]=2O)[CH:9]=[CH:10][C:11]=1OC. Product: [CH3:18][N:14]([CH2:15][CH2:20][CH3:21])[C:8]1[CH:9]=[CH:10][CH:11]=[C:6]([NH2:5])[CH:7]=1. The catalyst class is: 515.